From a dataset of Peptide-MHC class II binding affinity with 134,281 pairs from IEDB. Regression. Given a peptide amino acid sequence and an MHC pseudo amino acid sequence, predict their binding affinity value. This is MHC class II binding data. (1) The peptide sequence is KLPINALSNSLLRHH. The MHC is DRB1_1101 with pseudo-sequence DRB1_1101. The binding affinity (normalized) is 0. (2) The peptide sequence is PRSLFPEFSELFAAF. The MHC is DRB4_0101 with pseudo-sequence DRB4_0103. The binding affinity (normalized) is 0.210. (3) The peptide sequence is PRGGPGRSYAADAGY. The MHC is HLA-DQA10102-DQB10602 with pseudo-sequence HLA-DQA10102-DQB10602. The binding affinity (normalized) is 0.141. (4) The peptide sequence is TMTRPILRLLVLAVL. The MHC is DRB1_0901 with pseudo-sequence DRB1_0901. The binding affinity (normalized) is 0.794. (5) The peptide sequence is EKKYFAATQFEPWAA. The MHC is HLA-DQA10501-DQB10201 with pseudo-sequence HLA-DQA10501-DQB10201. The binding affinity (normalized) is 0.469. (6) The peptide sequence is MFFVKNPTDTGHGTV. The MHC is HLA-DQA10201-DQB10301 with pseudo-sequence HLA-DQA10201-DQB10301. The binding affinity (normalized) is 0.324. (7) The peptide sequence is GLKTRQEKWMTGRMG. The MHC is DRB1_1101 with pseudo-sequence DRB1_1101. The binding affinity (normalized) is 0.272.